From a dataset of NCI-60 drug combinations with 297,098 pairs across 59 cell lines. Regression. Given two drug SMILES strings and cell line genomic features, predict the synergy score measuring deviation from expected non-interaction effect. (1) Drug 1: CC1C(C(CC(O1)OC2CC(CC3=C2C(=C4C(=C3O)C(=O)C5=C(C4=O)C(=CC=C5)OC)O)(C(=O)C)O)N)O.Cl. Drug 2: COC1=C2C(=CC3=C1OC=C3)C=CC(=O)O2. Cell line: CAKI-1. Synergy scores: CSS=32.6, Synergy_ZIP=-1.81, Synergy_Bliss=0.531, Synergy_Loewe=-58.7, Synergy_HSA=-1.11. (2) Synergy scores: CSS=13.3, Synergy_ZIP=-5.85, Synergy_Bliss=-8.10, Synergy_Loewe=-10.8, Synergy_HSA=-6.70. Drug 1: C1=C(C(=O)NC(=O)N1)N(CCCl)CCCl. Drug 2: C(CCl)NC(=O)N(CCCl)N=O. Cell line: MDA-MB-231. (3) Drug 1: CN(C)C1=NC(=NC(=N1)N(C)C)N(C)C. Drug 2: CN1C(=O)N2C=NC(=C2N=N1)C(=O)N. Cell line: HOP-92. Synergy scores: CSS=3.16, Synergy_ZIP=-2.33, Synergy_Bliss=-5.65, Synergy_Loewe=-8.62, Synergy_HSA=-6.49. (4) Drug 1: C1=NC2=C(N1)C(=S)N=C(N2)N. Drug 2: CC=C1C(=O)NC(C(=O)OC2CC(=O)NC(C(=O)NC(CSSCCC=C2)C(=O)N1)C(C)C)C(C)C. Cell line: UO-31. Synergy scores: CSS=26.2, Synergy_ZIP=-0.0978, Synergy_Bliss=-0.791, Synergy_Loewe=-0.223, Synergy_HSA=-0.258.